This data is from NCI-60 drug combinations with 297,098 pairs across 59 cell lines. The task is: Regression. Given two drug SMILES strings and cell line genomic features, predict the synergy score measuring deviation from expected non-interaction effect. (1) Drug 1: CC(C1=C(C=CC(=C1Cl)F)Cl)OC2=C(N=CC(=C2)C3=CN(N=C3)C4CCNCC4)N. Drug 2: C1=NC2=C(N=C(N=C2N1C3C(C(C(O3)CO)O)O)F)N. Cell line: MOLT-4. Synergy scores: CSS=34.3, Synergy_ZIP=-0.971, Synergy_Bliss=-2.97, Synergy_Loewe=-9.92, Synergy_HSA=-3.56. (2) Drug 1: C1=NC2=C(N=C(N=C2N1C3C(C(C(O3)CO)O)O)F)N. Drug 2: CC12CCC3C(C1CCC2O)C(CC4=C3C=CC(=C4)O)CCCCCCCCCS(=O)CCCC(C(F)(F)F)(F)F. Cell line: LOX IMVI. Synergy scores: CSS=-4.00, Synergy_ZIP=-1.97, Synergy_Bliss=-11.3, Synergy_Loewe=-7.90, Synergy_HSA=-11.9. (3) Cell line: ACHN. Drug 1: C1=NC2=C(N1)C(=S)N=CN2. Synergy scores: CSS=65.5, Synergy_ZIP=-5.41, Synergy_Bliss=-4.44, Synergy_Loewe=-6.99, Synergy_HSA=-3.74. Drug 2: N.N.Cl[Pt+2]Cl.